From a dataset of Peptide-MHC class II binding affinity with 134,281 pairs from IEDB. Regression. Given a peptide amino acid sequence and an MHC pseudo amino acid sequence, predict their binding affinity value. This is MHC class II binding data. (1) The peptide sequence is GFPVRPQVPLRPMTYKGAFDL. The MHC is DRB1_0401 with pseudo-sequence DRB1_0401. The binding affinity (normalized) is 0.577. (2) The peptide sequence is VAAFTEALRIIAGVL. The MHC is DRB1_1101 with pseudo-sequence DRB1_1101. The binding affinity (normalized) is 0.604. (3) The peptide sequence is EKKYFAATQFESLAA. The MHC is HLA-DQA10101-DQB10501 with pseudo-sequence HLA-DQA10101-DQB10501. The binding affinity (normalized) is 0.320. (4) The peptide sequence is GHRGAINWQKGDTIK. The MHC is DRB1_0301 with pseudo-sequence DRB1_0301. The binding affinity (normalized) is 0.0421. (5) The peptide sequence is SQTEVKEEGKEELQE. The MHC is DRB5_0101 with pseudo-sequence DRB5_0101. The binding affinity (normalized) is 0. (6) The peptide sequence is SQAWQPGVAMPNLYK. The MHC is DRB1_0701 with pseudo-sequence DRB1_0701. The binding affinity (normalized) is 0.205. (7) The MHC is DRB4_0101 with pseudo-sequence DRB4_0103. The binding affinity (normalized) is 0.235. The peptide sequence is PVGDIYKRWIILGLNKIV.